Binary Classification. Given a drug SMILES string, predict its activity (active/inactive) in a high-throughput screening assay against a specified biological target. From a dataset of HIV replication inhibition screening data with 41,000+ compounds from the AIDS Antiviral Screen. (1) The compound is N=C(N)NS(=O)(=O)c1ccc(Nc2c3ccccc3nc3c(C(=O)N4CCN(CCO)CC4)ccc(Cl)c23)cc1. The result is 0 (inactive). (2) The molecule is CNC(=O)N1CCN(C(=O)NC)CCN(C(=O)NC)CC1. The result is 0 (inactive). (3) The compound is CC1=NN(c2nc(N)nc(-c3sccc3N)n2)C(C)(C)C1. The result is 0 (inactive). (4) The molecule is CC1CN(c2ccccc2)NC1=O. The result is 0 (inactive). (5) The drug is O=C(NCC(Br)=CBr)Nc1cccc2ccccc12. The result is 0 (inactive). (6) The molecule is O=S1(=O)OC(c2cc(Br)c(O)c(Br)c2)(c2cc(Br)c(O)c(Br)c2)c2ccccc21. The result is 0 (inactive). (7) The drug is O=C(CNC(=O)C(CCC(=O)OCc1ccccc1)NC(=O)OCc1ccccc1)NCC(=O)NC(CO)C(=O)NCC(=O)Oc1ccc([N+](=O)[O-])cc1. The result is 0 (inactive). (8) The compound is CC1CC2OC(=O)C(C)C2CC2(C)C(O)CC(O)C12. The result is 0 (inactive). (9) The molecule is CC1(C)OC2C(CO)OC(N=C(NC#N)Oc3ccccc3)C2O1. The result is 0 (inactive). (10) The drug is CC1CSC(=S)N1C(=O)N1C(=S)SCC1C. The result is 0 (inactive).